This data is from Full USPTO retrosynthesis dataset with 1.9M reactions from patents (1976-2016). The task is: Predict the reactants needed to synthesize the given product. (1) Given the product [F:41][C:38]1[CH:39]=[CH:40][C:35]([CH2:34][N:15]2[C:16](=[O:33])[C:17]([C:18]3[N:19]=[S:20]([CH3:32])(=[O:31])[C:21]4[CH:27]=[C:26]([N+:28]([O-:30])=[O:29])[CH:25]=[CH:24][C:22]=4[N:23]=3)=[C:7]([OH:6])[CH:9]3[CH:14]2[CH:13]2[CH2:42][CH:10]3[CH2:11][CH2:12]2)=[CH:36][CH:37]=1, predict the reactants needed to synthesize it. The reactants are: C(O)C.C([O:6][C:7]([CH:9]1[CH:14]([N:15]([CH2:34][C:35]2[CH:40]=[CH:39][C:38]([F:41])=[CH:37][CH:36]=2)[C:16](=[O:33])[CH2:17][C:18]2[N:19]=[S:20]([CH3:32])(=[O:31])[C:21]3[CH:27]=[C:26]([N+:28]([O-:30])=[O:29])[CH:25]=[CH:24][C:22]=3[N:23]=2)[CH:13]2[CH2:42][CH:10]1[CH2:11][CH2:12]2)=O)C.CC[O-].[Na+].Cl. (2) Given the product [CH:22]1([C:16]2[CH:17]=[C:18]3[CH:10]=[CH:11][NH:12][C:13]3=[N:14][CH:15]=2)[CH2:24][CH2:23]1, predict the reactants needed to synthesize it. The reactants are: NC1C(F)=C(C([C:10]2[C:18]3[C:13](=[N:14][CH:15]=[C:16](Br)[CH:17]=3)[NH:12][CH:11]=2)=O)C=CC=1.[Br-].[CH:22]1([Zn+])[CH2:24][CH2:23]1.O1CCOCC1. (3) Given the product [CH3:1][O:2][C:3]1[CH:12]=[C:11]2[C:6]([CH2:7][CH2:8][C@H:9]([C:13]([OH:15])=[O:14])[CH2:10]2)=[CH:5][CH:4]=1, predict the reactants needed to synthesize it. The reactants are: [CH3:1][O:2][C:3]1[CH:12]=[C:11]2[C:6]([C:7](=O)[CH2:8][C@H:9]([C:13]([OH:15])=[O:14])[CH2:10]2)=[CH:5][CH:4]=1.S(=O)(=O)(O)O. (4) Given the product [Br:1][C:2]1[CH:3]=[C:4]2[C:8](=[CH:9][CH:10]=1)[C:7](=[O:11])[N:6]([C:12]1([C:13]([O:15][CH3:16])=[O:14])[CH2:17][CH2:19][CH2:22][CH2:21]1)[CH2:5]2, predict the reactants needed to synthesize it. The reactants are: [Br:1][C:2]1[CH:3]=[C:4]2[C:8](=[CH:9][CH:10]=1)[C:7](=[O:11])[N:6]([C@H:12]([CH:17]([CH3:19])C)[C:13]([O:15][CH3:16])=[O:14])[CH2:5]2.Br[C:21]1C=CC(C(OC)=O)=C(CBr)[CH:22]=1.Cl.NC1(C(OC)=O)CCCC1. (5) Given the product [CH:28]1([C:31]([CH:20]2[C:15](=[O:34])[CH2:16][CH2:17][N:18]([C:21]([O:23][C:24]([CH3:25])([CH3:26])[CH3:27])=[O:22])[CH2:19]2)=[O:32])[CH2:30][CH2:29]1, predict the reactants needed to synthesize it. The reactants are: C(N(CC)C(C)C)(C)C.N1([C:15]2[CH2:16][CH2:17][N:18]([C:21]([O:23][C:24]([CH3:27])([CH3:26])[CH3:25])=[O:22])[CH2:19][CH:20]=2)CCCC1.[CH:28]1([C:31](Cl)=[O:32])[CH2:30][CH2:29]1.[O:34]1CCOCC1.